From a dataset of Forward reaction prediction with 1.9M reactions from USPTO patents (1976-2016). Predict the product of the given reaction. (1) Given the reactants O=S(Cl)Cl.[CH2:5]([N:12]1[CH2:16][CH2:15][C:14]2([CH2:21][CH2:20][C:19]([C:23]3[CH:24]=[N:25][CH:26]=[CH:27][CH:28]=3)(O)[CH2:18][CH2:17]2)[CH2:13]1)[C:6]1[CH:11]=[CH:10][CH:9]=[CH:8][CH:7]=1.C([O-])(O)=O.[Na+], predict the reaction product. The product is: [CH2:5]([N:12]1[CH2:16][CH2:15][C:14]2([CH2:21][CH2:20][C:19]([C:23]3[CH:24]=[N:25][CH:26]=[CH:27][CH:28]=3)=[CH:18][CH2:17]2)[CH2:13]1)[C:6]1[CH:7]=[CH:8][CH:9]=[CH:10][CH:11]=1. (2) The product is: [CH:6]1([CH2:5][CH:4]([C:11]2[CH:16]=[CH:15][C:14]([C:17]#[C:18][CH2:19][O:20][CH3:21])=[CH:13][CH:12]=2)[C:3]([OH:22])=[O:2])[CH2:10][CH2:9][CH2:8][CH2:7]1. Given the reactants C[O:2][C:3](=[O:22])[CH:4]([C:11]1[CH:16]=[CH:15][C:14]([C:17]#[C:18][CH2:19][O:20][CH3:21])=[CH:13][CH:12]=1)[CH2:5][CH:6]1[CH2:10][CH2:9][CH2:8][CH2:7]1.[OH-].[Li+], predict the reaction product. (3) Given the reactants [NH:1]1[C:9]2[C:4](=[CH:5][CH:6]=[CH:7][CH:8]=2)[CH:3]=[C:2]1[C:10]([OH:12])=O.C[N:14](C(ON1N=NC2C=CC=NC1=2)=[N+](C)C)C.F[P-](F)(F)(F)(F)F.CCN(CC)CC, predict the reaction product. The product is: [NH:1]1[C:9]2[C:4](=[CH:5][CH:6]=[CH:7][CH:8]=2)[CH:3]=[C:2]1[C:10]([NH2:14])=[O:12].